Dataset: Full USPTO retrosynthesis dataset with 1.9M reactions from patents (1976-2016). Task: Predict the reactants needed to synthesize the given product. (1) Given the product [CH3:1][O:2][C:3](=[O:30])[C:4]1[CH:5]=[CH:6][C:7]([CH:10]=[CH:11][CH:12]([C:18]2[CH:27]=[C:26]3[C:21]([C:22]([CH3:29])([CH3:28])[CH2:23][CH2:24][N:25]3[CH3:31])=[CH:20][CH:19]=2)[CH2:13][CH2:14][CH2:15][CH2:16][CH3:17])=[CH:8][CH:9]=1, predict the reactants needed to synthesize it. The reactants are: [CH3:1][O:2][C:3](=[O:30])[C:4]1[CH:9]=[CH:8][C:7]([CH:10]=[CH:11][CH:12]([C:18]2[CH:27]=[C:26]3[C:21]([C:22]([CH3:29])([CH3:28])[CH2:23][CH2:24][NH:25]3)=[CH:20][CH:19]=2)[CH2:13][CH2:14][CH2:15][CH2:16][CH3:17])=[CH:6][CH:5]=1.[CH3:31][Si]([N-][Si](C)(C)C)(C)C.[Li+].CI. (2) Given the product [C:1]([O:5][C:6](=[O:23])[NH:7][C:8]1[CH:13]=[CH:12][C:11]([O:14][CH2:15][C:16]([F:19])([F:18])[F:17])=[CH:10][C:9]=1[NH2:20])([CH3:4])([CH3:2])[CH3:3], predict the reactants needed to synthesize it. The reactants are: [C:1]([O:5][C:6](=[O:23])[NH:7][C:8]1[CH:13]=[CH:12][C:11]([O:14][CH2:15][C:16]([F:19])([F:18])[F:17])=[CH:10][C:9]=1[N+:20]([O-])=O)([CH3:4])([CH3:3])[CH3:2]. (3) Given the product [C:13]([O:20][CH:2]([C:4]1[O:5][C:6](=[O:11])[C:7]([CH3:10])([CH3:9])[N:8]=1)[CH3:3])(=[O:19])[CH2:14][CH2:15][CH2:16][C:17]#[CH:18], predict the reactants needed to synthesize it. The reactants are: Br[CH:2]([C:4]1[O:5][C:6](=[O:11])[C:7]([CH3:10])([CH3:9])[N:8]=1)[CH3:3].[Cs].[C:13]([OH:20])(=[O:19])[CH2:14][CH2:15][CH2:16][C:17]#[CH:18]. (4) Given the product [CH3:11][CH:12]1[NH:13][CH:14]([CH3:18])[CH2:15][N:16]([C:2]2[CH:3]=[C:4]([NH2:8])[CH:5]=[CH:6][CH:7]=2)[CH2:17]1, predict the reactants needed to synthesize it. The reactants are: F[C:2]1[CH:7]=[CH:6][CH:5]=[C:4]([N+:8]([O-])=O)[CH:3]=1.[CH3:11][CH:12]1[CH2:17][NH:16][CH2:15][CH:14]([CH3:18])[NH:13]1. (5) Given the product [C:1]1([C:18]#[N:19])[C:11]2=[C:12]3[C:7](=[CH:8][CH:9]=[CH:10]2)[CH:6]=[CH:5][CH:4]=[C:3]3[CH:2]=1, predict the reactants needed to synthesize it. The reactants are: [C:1]1(=O)[C:11]2=[C:12]3[C:7](=[CH:8][CH:9]=[CH:10]2)[CH:6]=[CH:5][CH:4]=[C:3]3[CH2:2]1.[Si]([C:18]#[N:19])(C)(C)C.O=P(Cl)(Cl)Cl.